Dataset: Retrosynthesis with 50K atom-mapped reactions and 10 reaction types from USPTO. Task: Predict the reactants needed to synthesize the given product. (1) The reactants are: N[C@@H]1CCc2ccccc21.O=C(O)c1ccc(-c2c(NC(=O)C(F)(F)F)c(Cc3ccc(F)cc3F)nc3c2C(=O)N2CCC[C@@H]32)cc1. Given the product O=C(N[C@@H]1CCc2ccccc21)c1ccc(-c2c(NC(=O)C(F)(F)F)c(Cc3ccc(F)cc3F)nc3c2C(=O)N2CCC[C@@H]32)cc1, predict the reactants needed to synthesize it. (2) Given the product CC(=O)N1CCN(c2c(C(=O)N3CCC[C@@H]3c3ccccc3Cl)nnn2Cc2cc(C(F)(F)F)cc(C(F)(F)F)c2)CC1, predict the reactants needed to synthesize it. The reactants are: CC(=O)Cl.O=C(c1nnn(Cc2cc(C(F)(F)F)cc(C(F)(F)F)c2)c1N1CCNCC1)N1CCC[C@@H]1c1ccccc1Cl.